This data is from Forward reaction prediction with 1.9M reactions from USPTO patents (1976-2016). The task is: Predict the product of the given reaction. (1) Given the reactants [Cl:1][C:2]1[CH:10]=[CH:9][C:5]([C:6]([NH2:8])=O)=[C:4]([O:11][CH:12]([CH3:14])[CH3:13])[N:3]=1.N1C=CC=CC=1.P(Cl)(Cl)(Cl)=O, predict the reaction product. The product is: [Cl:1][C:2]1[CH:10]=[CH:9][C:5]([C:6]#[N:8])=[C:4]([O:11][CH:12]([CH3:14])[CH3:13])[N:3]=1. (2) Given the reactants [Br:1][C:2]1[C:3]([OH:10])=[C:4]([CH:7]=[CH:8][CH:9]=1)[CH:5]=O.[NH2:11][C:12]1[CH:25]=[CH:24][C:15]2[C@H:16]([CH2:19][C:20]([O:22][CH3:23])=[O:21])[CH2:17][O:18][C:14]=2[CH:13]=1, predict the reaction product. The product is: [Br:1][C:2]1[C:3]([OH:10])=[C:4]([CH:5]=[N:11][C:12]2[CH:25]=[CH:24][C:15]3[C@H:16]([CH2:19][C:20]([O:22][CH3:23])=[O:21])[CH2:17][O:18][C:14]=3[CH:13]=2)[CH:7]=[CH:8][CH:9]=1. (3) Given the reactants [CH:1]1[N:5]=[CH:4][N:3]([C:6](N2C=NC=C2)=[S:7])[CH:2]=1.[N:13]1([C:19]([C:21]2[CH:26]=[CH:25][CH:24]=[CH:23][C:22]=2[C:27]([F:30])([F:29])[F:28])=[O:20])[CH2:18][CH2:17][NH:16][CH2:15][CH2:14]1.C(N(CC)CC)C, predict the reaction product. The product is: [N:3]1([C:6]([N:16]2[CH2:17][CH2:18][N:13]([C:19]([C:21]3[CH:26]=[CH:25][CH:24]=[CH:23][C:22]=3[C:27]([F:28])([F:30])[F:29])=[O:20])[CH2:14][CH2:15]2)=[S:7])[CH:2]=[CH:1][N:5]=[CH:4]1. (4) Given the reactants [CH3:1][C:2]1([N:7]2[CH2:12][CH2:11][CH:10]([C:13]3[CH:18]=[CH:17][CH:16]=[CH:15][CH:14]=3)[CH2:9][CH2:8]2)[CH2:6][CH2:5][NH:4][CH2:3]1.C(OC([NH:26][CH2:27][C:28](O)=[O:29])=O)(C)(C)C, predict the reaction product. The product is: [NH2:26][CH2:27][C:28]([N:4]1[CH2:5][CH2:6][C:2]([CH3:1])([N:7]2[CH2:12][CH2:11][CH:10]([C:13]3[CH:18]=[CH:17][CH:16]=[CH:15][CH:14]=3)[CH2:9][CH2:8]2)[CH2:3]1)=[O:29]. (5) Given the reactants [Br:1][CH:2](C)[CH2:3][CH2:4][C:5]1[CH:6]=[C:7]2[C:11](=[CH:12][CH:13]=1)[CH2:10][CH2:9][CH2:8]2.BrCCCC(Br)=O, predict the reaction product. The product is: [Br:1][CH2:2][CH2:3][CH2:4][C:5]1[CH:6]=[C:7]2[C:11](=[CH:12][CH:13]=1)[CH2:10][CH2:9][CH2:8]2. (6) Given the reactants [C:1]([C:5]1[NH:9][C:8]([C:10]2[N:15]=[C:14]([NH:16][CH2:17][C:18]([CH3:21])([CH3:20])[CH3:19])[C:13]([N+:22]([O-])=O)=[CH:12][CH:11]=2)=[C:7]([C:25]2[CH:30]=[CH:29][C:28]([F:31])=[CH:27][CH:26]=2)[N:6]=1)([CH3:4])([CH3:3])[CH3:2].[N:32]#[C:33]Br.C(OCC)(=O)C.O, predict the reaction product. The product is: [NH3:6].[C:1]([C:5]1[NH:6][C:7]([C:25]2[CH:30]=[CH:29][C:28]([F:31])=[CH:27][CH:26]=2)=[C:8]([C:10]2[N:15]=[C:14]3[N:16]([CH2:17][C:18]([CH3:21])([CH3:20])[CH3:19])[C:33]([NH2:32])=[N:22][C:13]3=[CH:12][CH:11]=2)[N:9]=1)([CH3:4])([CH3:3])[CH3:2].